From a dataset of Full USPTO retrosynthesis dataset with 1.9M reactions from patents (1976-2016). Predict the reactants needed to synthesize the given product. (1) Given the product [P:8]([CH:12]([P:43]([OH:45])([OH:47])=[O:44])[CH2:13][N:14]1[CH2:19][CH2:18][CH2:17][C@H:16]2[CH2:20][N:21]([C:23]3[C:32]([O:33][CH3:34])=[C:31]4[C:26]([C:27](=[O:41])[C:28]([C:38]([OH:40])=[O:39])=[CH:29][N:30]4[CH:35]4[CH2:37][CH2:36]4)=[CH:25][C:24]=3[F:42])[CH2:22][C@@H:15]12)([OH:9])([OH:10])=[O:7], predict the reactants needed to synthesize it. The reactants are: C[Si](Br)(C)C.C[O:7][P:8]([CH:12]([P:43]([O:47]C)([O:45]C)=[O:44])[CH2:13][N:14]1[CH2:19][CH2:18][CH2:17][C@H:16]2[CH2:20][N:21]([C:23]3[C:32]([O:33][CH3:34])=[C:31]4[C:26]([C:27](=[O:41])[C:28]([C:38]([OH:40])=[O:39])=[CH:29][N:30]4[CH:35]4[CH2:37][CH2:36]4)=[CH:25][C:24]=3[F:42])[CH2:22][C@@H:15]12)([O:10]C)=[O:9]. (2) Given the product [C:1]([C:4]1[CH:9]=[CH:8][CH:7]=[CH:6][C:5]=1[C:10]1[CH:11]=[C:12]2[C:17](=[C:18]([OH:20])[CH:19]=1)[N:16]=[CH:15][NH:14][C:13]2=[O:37])(=[O:3])[CH3:2], predict the reactants needed to synthesize it. The reactants are: [C:1]([C:4]1[CH:9]=[CH:8][CH:7]=[CH:6][C:5]=1[C:10]1[CH:11]=[C:12]2[C:17](=[C:18]([O:20]COCC[Si](C)(C)C)[CH:19]=1)[N:16]=[CH:15][N:14](COCC[Si](C)(C)C)[C:13]2=[O:37])(=[O:3])[CH3:2].FC(F)(F)C(O)=O.